This data is from Experimentally validated miRNA-target interactions with 360,000+ pairs, plus equal number of negative samples. The task is: Binary Classification. Given a miRNA mature sequence and a target amino acid sequence, predict their likelihood of interaction. (1) The miRNA is hsa-miR-548f-5p with sequence UGCAAAAGUAAUCACAGUUUUU. The protein sequence of the target gene is MEPQRRELLAQCQQSLAQAMTEVEAVLGLLEAAGALSPGERRQLDEEAGGAKAELLLKLLLAKERDHFQDLRAALEKTQPHLLPILYLNGVVGPPQPAEGAGSTYSVLSTMPSDSESSSSLSSVGTTGKAPSPPPLLTDQQVNEKVENLSIQLRLMTRERNELRKRLAFATHGTAFDKRPYHRLNPDYERLKIQCVRAMSDLQSLQNQHTNALKRCEEVAKETDFYHTLHSRLLSDQTRLKDDVDMLRRENGQLLRERNLLQQSWEDMKRLHEEDQKEIGDLRAQQQQVLKHNGSSEILN.... Result: 1 (interaction). (2) The miRNA is hsa-miR-576-5p with sequence AUUCUAAUUUCUCCACGUCUUU. The protein sequence of the target gene is MKLKKQVTVCGAAIFCVAVFSLYLMLDRVQHDPARHQNGGNFPRSQISVLQNRIEQLEQLLEENHDIISRIKDSVLELTANAEGPPALLPYHTANGSWAVLPEPRPSFFSVSPQDCQFALGGRGQKPELQMLTVSEDLPFDNVEGGVWRQGFDISYSPNDWDTEDLQVFVVPHSHNDPGWIKTFDKYYTEQTQHILNSMVSKLQEDPRRRFLWAEVSFFAKWWDNISAQKRAAVRRLVGNGQLEIATGGWVMPDEANSHYFALVDQLIEGHQWLERNLGATPRSGWAVDPFGHSSTMPYL.... Result: 0 (no interaction). (3) The protein sequence of the target gene is MVAAHAAHSQSSAEWIACLDKRPLERSSEDVDIIFTRLKGVKAFEKFHPNLLRQICLCGYYENLEKGITLFRQGDIGTNWYAVLAGSLDVKVSETSSHQDAVTICTLGIGTAFGESILDNTPRHATIVTRESSELLRIEQEDFKALWEKYRQYMAGLLAPPYGVMETGSNNDRIPDKENTPLIEPHVPLRPAHTITKVPSEKILRAGKILRIAILSRAPHMIRDRKYHLKTYRQCCVGTELVDWMIQQTSCVHSRTQAVGMWQVLLEDGVLNHVDQERHFQDKYLFYRFLDDEREDAPLP.... The miRNA is mmu-miR-149-5p with sequence UCUGGCUCCGUGUCUUCACUCCC. Result: 1 (interaction). (4) The miRNA is mmu-miR-467d-3p with sequence AUAUACAUACACACACCUACAC. Result: 0 (no interaction). The protein sequence of the target gene is MKLRGVSLAAGLFLLALSLWGQPAEAAACYGCSPGSKCDCSGIKGEKGERGFPGLEGHPGLPGFPGPEGPPGPRGQKGDDGIPGPPGPKGIRGPPGLPGFPGTPGLPGMPGHDGAPGPQGIPGCNGTKGERGFPGSPGFPGLQGPPGPPGIPGMKGEPGSIIMSSLPGPKGNPGYPGPPGIQGLPGPTGIPGPIGPPGPPGLMGPPGPPGLPGPKGNMGLNFQGPKGEKGEQGLQGPPGPPGQISEQKRPIDVEFQKGDQGLPGDRGPPGPPGIRGPPGPPGGEKGEKGEQGEPGKRGKP....